From a dataset of Reaction yield outcomes from USPTO patents with 853,638 reactions. Predict the reaction yield, written as a fraction of the theoretical maximum amount of product (1.0 means a 100% yield; for example, 0.34 means a 34% yield). (1) The reactants are [C:1]([N:9]1[CH2:22][CH2:21][C:20]2[C:19]3[CH:18]=[C:17]([O:23][C:24]4[CH:29]=[CH:28][CH:27]=[CH:26][CH:25]=4)[CH:16]=[CH:15][C:14]=3[NH:13][C:12]=2[CH2:11][CH2:10]1)(=O)[C:2]1[CH:7]=[CH:6][CH:5]=[CH:4][CH:3]=1.[H-].[Al+3].[Li+].[H-].[H-].[H-].O.[OH-].[Na+]. The catalyst is O1CCCC1. The product is [CH2:1]([N:9]1[CH2:22][CH2:21][C:20]2[C:19]3[CH:18]=[C:17]([O:23][C:24]4[CH:29]=[CH:28][CH:27]=[CH:26][CH:25]=4)[CH:16]=[CH:15][C:14]=3[NH:13][C:12]=2[CH2:11][CH2:10]1)[C:2]1[CH:3]=[CH:4][CH:5]=[CH:6][CH:7]=1. The yield is 0.990. (2) The reactants are [C:1]([Si:5]([O:8][CH2:9][CH2:10][O:11][C:12]1[CH:17]=[CH:16][C:15]([N+:18]([O-])=O)=[C:14]([O:21][CH3:22])[CH:13]=1)([CH3:7])[CH3:6])([CH3:4])([CH3:3])[CH3:2]. The product is [C:1]([Si:5]([CH3:7])([CH3:6])[O:8][CH2:9][CH2:10][O:11][C:12]1[CH:17]=[CH:16][C:15]([NH2:18])=[C:14]([O:21][CH3:22])[CH:13]=1)([CH3:4])([CH3:3])[CH3:2]. The yield is 0.990. The catalyst is C(OCC)(=O)C.[Pd]. (3) The reactants are [Cl:1][C:2]1[CH:11]=[CH:10][C:9]([F:12])=[CH:8][C:3]=1[C:4]([O:6]C)=O.[F:13][C:14]([Si](C)(C)C)([F:16])[F:15].[F-].[Cs+].Cl.[OH-].[Na+]. The catalyst is C(COC)OC. The product is [Cl:1][C:2]1[CH:11]=[CH:10][C:9]([F:12])=[CH:8][C:3]=1[C:4](=[O:6])[C:14]([F:16])([F:15])[F:13]. The yield is 0.150. (4) The reactants are FC1C=C(NC(C2(C(NC3C=CC(F)=CC=3)=O)CC2)=O)C=CC=1OC1C2C(=CC(OC)=C(OC)C=2)[N:12]=[C:11](NC)C=1.[CH3:41][O:42][C:43]1[CH:44]=[C:45]([NH:51][C:52](SC)=[C:53]2[C:58](=[O:59])[O:57][C:56]([CH3:61])([CH3:60])[O:55][C:54]2=[O:62])[CH:46]=[CH:47][C:48]=1[O:49][CH3:50].CN. The catalyst is C1COCC1.Cl[Hg]Cl. The product is [CH3:41][O:42][C:43]1[CH:44]=[C:45]([NH:51][C:52]([NH:12][CH3:11])=[C:53]2[C:58](=[O:59])[O:57][C:56]([CH3:61])([CH3:60])[O:55][C:54]2=[O:62])[CH:46]=[CH:47][C:48]=1[O:49][CH3:50]. The yield is 0.990. (5) The reactants are [Br:1][C:2]1[C:14](=[O:15])[N:13]([CH:16]2[CH2:20][CH2:19][CH2:18][CH2:17]2)[C:5]2[N:6]=[C:7](S(C)=O)[N:8]=[CH:9][C:4]=2[C:3]=1[CH3:21].[CH3:22][O:23][CH2:24][CH2:25][N:26]([CH2:34][CH2:35][O:36][CH3:37])[C:27]1[CH:28]=[CH:29][C:30]([NH2:33])=[N:31][CH:32]=1. The catalyst is C1(C)C=CC=CC=1. The product is [CH3:37][O:36][CH2:35][CH2:34][N:26]([CH2:25][CH2:24][O:23][CH3:22])[C:27]1[CH:28]=[CH:29][C:30]([NH:33][C:7]2[N:8]=[CH:9][C:4]3[C:3]([CH3:21])=[C:2]([Br:1])[C:14](=[O:15])[N:13]([CH:16]4[CH2:20][CH2:19][CH2:18][CH2:17]4)[C:5]=3[N:6]=2)=[N:31][CH:32]=1. The yield is 0.850. (6) The reactants are [NH2:1][C:2]1[CH:10]=[C:9]([O:11][CH3:12])[CH:8]=[C:7]([O:13][CH3:14])[C:3]=1[C:4]([NH2:6])=[O:5].[CH3:15][O:16][C:17]1[CH:24]=[CH:23][C:20]([CH:21]=O)=[CH:19][C:18]=1[CH2:25][N:26]1[CH2:31][CH2:30][O:29][CH2:28][CH2:27]1.COC1C=C(OC)C=C2C=1C(=O)NC(C1C=CC=CN=1)=N2. No catalyst specified. The product is [CH3:14][O:13][C:7]1[CH:8]=[C:9]([O:11][CH3:12])[CH:10]=[C:2]2[C:3]=1[C:4](=[O:5])[NH:6][C:21]([C:20]1[CH:23]=[CH:24][C:17]([O:16][CH3:15])=[C:18]([CH2:25][N:26]3[CH2:31][CH2:30][O:29][CH2:28][CH2:27]3)[CH:19]=1)=[N:1]2. The yield is 0.280.